This data is from Full USPTO retrosynthesis dataset with 1.9M reactions from patents (1976-2016). The task is: Predict the reactants needed to synthesize the given product. (1) Given the product [S:3]1[C:7]([C:8]([O-:10])=[O:9])=[CH:6][N:5]=[N:4]1.[K+:2], predict the reactants needed to synthesize it. The reactants are: [OH-].[K+:2].[S:3]1[C:7]([C:8]([O:10]CC)=[O:9])=[CH:6][N:5]=[N:4]1. (2) The reactants are: C([SiH](CC)CC)C.FC(F)(F)C(O)=O.[CH3:15][N:16]([C:29]1[S:30][C:31]([C:34]2[CH:35]=[N:36][CH:37]=[CH:38][CH:39]=2)=[N:32][N:33]=1)[C:17](=[O:28])[CH2:18][CH2:19][NH:20]C(=O)OC(C)(C)C. Given the product [NH2:20][CH2:19][CH2:18][C:17]([N:16]([CH3:15])[C:29]1[S:30][C:31]([C:34]2[CH:35]=[N:36][CH:37]=[CH:38][CH:39]=2)=[N:32][N:33]=1)=[O:28], predict the reactants needed to synthesize it.